Dataset: Catalyst prediction with 721,799 reactions and 888 catalyst types from USPTO. Task: Predict which catalyst facilitates the given reaction. Product: [NH2:20][C:19](=[N:22][OH:23])[C:16]1[N:17]=[CH:18][C:13]([C:11]([O:10][CH2:8][CH3:9])=[O:12])=[N:14][CH:15]=1. The catalyst class is: 14. Reactant: C(N(CC)CC)C.[CH2:8]([O:10][C:11]([C:13]1[CH:18]=[N:17][C:16]([C:19]#[N:20])=[CH:15][N:14]=1)=[O:12])[CH3:9].Cl.[NH2:22][OH:23].